This data is from Full USPTO retrosynthesis dataset with 1.9M reactions from patents (1976-2016). The task is: Predict the reactants needed to synthesize the given product. The reactants are: Br[C:2]1[CH:7]=[CH:6][C:5]([C:8]2([C:21]3[CH:26]=[CH:25][CH:24]=[CH:23][CH:22]=3)[C:20]3[CH:19]=[CH:18][CH:17]=[CH:16][C:15]=3[C:14]3[C:9]2=[CH:10][CH:11]=[CH:12][CH:13]=3)=[CH:4][CH:3]=1.CC(C)([O-])C.[Na+].[NH2:33][C:34]1[CH:39]=[CH:38][CH:37]=[C:36]([CH3:40])[CH:35]=1.C(P(C(C)(C)C)C(C)(C)C)(C)(C)C. Given the product [CH3:40][C:36]1[CH:35]=[C:34]([NH:33][C:2]2[CH:7]=[CH:6][C:5]([C:8]3([C:21]4[CH:26]=[CH:25][CH:24]=[CH:23][CH:22]=4)[C:20]4[CH:19]=[CH:18][CH:17]=[CH:16][C:15]=4[C:14]4[C:9]3=[CH:10][CH:11]=[CH:12][CH:13]=4)=[CH:4][CH:3]=2)[CH:39]=[CH:38][CH:37]=1, predict the reactants needed to synthesize it.